This data is from Forward reaction prediction with 1.9M reactions from USPTO patents (1976-2016). The task is: Predict the product of the given reaction. (1) Given the reactants [O:1]1[CH2:5][CH2:4][CH:3]([O:6][CH2:7][CH2:8][O:9]C2CCCCO2)[CH2:2]1.Cl.C(O)(C)C, predict the reaction product. The product is: [O:1]1[CH2:5][CH2:4][CH:3]([O:6][CH2:7][CH2:8][OH:9])[CH2:2]1. (2) Given the reactants [OH:1][N:2]=[C:3]([C:5]1[CH:6]=[CH:7][C:8]2[C:12]3[CH:13]=[CH:14][CH:15]=[CH:16][C:11]=3[O:10][C:9]=2[CH:17]=1)[NH2:4].[CH3:18][C:19]([CH3:24])([CH3:23])[C:20](O)=O.CC(C)(C)C(OC(=O)C(C)(C)C)=O, predict the reaction product. The product is: [C:19]([C:24]1[O:1][N:2]=[C:3]([C:5]2[CH:6]=[CH:7][C:8]3[C:12]4[CH:13]=[CH:14][CH:15]=[CH:16][C:11]=4[O:10][C:9]=3[CH:17]=2)[N:4]=1)([CH3:23])([CH3:20])[CH3:18]. (3) Given the reactants [ClH:1].CC(C)([O:5][C:6](=[O:45])[CH2:7][NH:8][C@@H:9]([C:23]([N:25]1[CH2:44][CH2:43][CH2:42][C@H:26]1[C:27]([NH:29][CH2:30][C:31]1[CH:32]=[C:33]2[C:38](=[CH:39][CH:40]=1)[C:37]([NH2:41])=[N:36][CH:35]=[CH:34]2)=[O:28])=[O:24])[CH:10]([C:17]1[CH:22]=[CH:21][CH:20]=[CH:19][CH:18]=1)[C:11]1[CH:16]=[CH:15][CH:14]=[CH:13][CH:12]=1)C.FC(F)(F)C(O)=O, predict the reaction product. The product is: [ClH:1].[C:6]([CH2:7][NH:8][C@@H:9]([C:23]([N:25]1[CH2:44][CH2:43][CH2:42][C@H:26]1[C:27]([NH:29][CH2:30][C:31]1[CH:32]=[C:33]2[C:38](=[CH:39][CH:40]=1)[C:37]([NH2:41])=[N:36][CH:35]=[CH:34]2)=[O:28])=[O:24])[CH:10]([C:11]1[CH:16]=[CH:15][CH:14]=[CH:13][CH:12]=1)[C:17]1[CH:18]=[CH:19][CH:20]=[CH:21][CH:22]=1)([OH:45])=[O:5]. (4) Given the reactants [H-].[Na+].[CH2:3]([OH:7])[C:4]#[C:5][CH3:6].[Cl:8][C:9]1[C:14]([Cl:15])=[C:13](Cl)[N:12]=[CH:11][N:10]=1.[Cl-].[NH4+], predict the reaction product. The product is: [Cl:8][C:9]1[C:14]([Cl:15])=[C:13]([O:7][CH2:3][C:4]#[C:5][CH3:6])[N:12]=[CH:11][N:10]=1. (5) Given the reactants [Cl:1][C:2]1[CH:3]=[CH:4][C:5]([CH2:8][NH:9][CH:10]=O)=[N:6][CH:7]=1.P(Cl)(Cl)(Cl)=O.[OH-].[NH4+], predict the reaction product. The product is: [Cl:1][C:2]1[CH:3]=[CH:4][C:5]2[N:6]([CH:10]=[N:9][CH:8]=2)[CH:7]=1.